Dataset: Catalyst prediction with 721,799 reactions and 888 catalyst types from USPTO. Task: Predict which catalyst facilitates the given reaction. Reactant: [F:1][C:2]1[CH:7]=[C:6]([I:8])[CH:5]=[CH:4][C:3]=1[NH:9][C:10]1[N:15]([CH3:16])[C:14](=[O:17])[C:13]2[CH2:18][CH2:19][CH2:20][C:12]=2[C:11]=1[C:21](OCC)=[O:22].[Si:26]([O:33][C@H:34]([CH3:38])[CH2:35][O:36][NH2:37])([C:29]([CH3:32])([CH3:31])[CH3:30])([CH3:28])[CH3:27].[Li+].C[Si]([N-][Si](C)(C)C)(C)C. Product: [Si:26]([O:33][C@H:34]([CH3:38])[CH2:35][O:36][NH:37][C:21]([C:11]1[C:12]2[CH2:20][CH2:19][CH2:18][C:13]=2[C:14](=[O:17])[N:15]([CH3:16])[C:10]=1[NH:9][C:3]1[CH:4]=[CH:5][C:6]([I:8])=[CH:7][C:2]=1[F:1])=[O:22])([C:29]([CH3:32])([CH3:31])[CH3:30])([CH3:28])[CH3:27]. The catalyst class is: 1.